Dataset: Reaction yield outcomes from USPTO patents with 853,638 reactions. Task: Predict the reaction yield, written as a fraction of the theoretical maximum amount of product (1.0 means a 100% yield; for example, 0.34 means a 34% yield). (1) The reactants are [Cl:1][C:2]1[CH:7]=[C:6]([Cl:8])[CH:5]=[C:4]([Cl:9])[C:3]=1[N:10]1[C:14]2=[N:15][C:16]([CH2:20][C:21]3[CH:26]=[CH:25][C:24]([NH:27][S:28]([CH:31]=[CH2:32])(=[O:30])=[O:29])=[CH:23][CH:22]=3)=[N:17][C:18](=[O:19])[C:13]2=[C:12]([CH:33]([CH3:35])[CH3:34])[NH:11]1.[CH3:36][NH:37][CH3:38]. The catalyst is C1COCC1. The product is [Cl:1][C:2]1[CH:7]=[C:6]([Cl:8])[CH:5]=[C:4]([Cl:9])[C:3]=1[N:10]1[C:14]2=[N:15][C:16]([CH2:20][C:21]3[CH:22]=[CH:23][C:24]([NH:27][S:28]([CH2:31][CH2:32][N:37]([CH3:38])[CH3:36])(=[O:30])=[O:29])=[CH:25][CH:26]=3)=[N:17][C:18](=[O:19])[C:13]2=[C:12]([CH:33]([CH3:35])[CH3:34])[NH:11]1. The yield is 1.00. (2) The reactants are [CH:1]1[C:9]2[C:8]3[CH:10]=[CH:11][CH:12]=[CH:13][C:7]=3[O:6][C:5]=2[C:4]([C:14]2[CH:15]=[CH:16][C:17]([N+:27]([O-])=O)=[C:18]([CH:26]=2)[NH:19][C:20]2[CH:25]=[CH:24][CH:23]=[CH:22][CH:21]=2)=[CH:3][CH:2]=1.CO.[Cl-].[NH4+]. The catalyst is C1COCC1.[Zn]. The product is [CH:1]1[C:9]2[C:8]3[CH:10]=[CH:11][CH:12]=[CH:13][C:7]=3[O:6][C:5]=2[C:4]([C:14]2[CH:26]=[C:18]([NH:19][C:20]3[CH:25]=[CH:24][CH:23]=[CH:22][CH:21]=3)[C:17]([NH2:27])=[CH:16][CH:15]=2)=[CH:3][CH:2]=1. The yield is 1.00. (3) The reactants are [Cl:1][C:2]1[CH:3]=[CH:4][C:5]2[O:9][CH:8]([CH2:10][N:11]3[CH2:16][CH2:15][NH:14][CH2:13][CH2:12]3)[CH2:7][C:6]=2[CH:17]=1.C(N(CC)CC)C.[Cl:25][CH2:26][C:27](Cl)=[O:28]. The catalyst is ClCCl. The product is [Cl:25][CH2:26][C:27]([N:14]1[CH2:13][CH2:12][N:11]([CH2:10][CH:8]2[CH2:7][C:6]3[CH:17]=[C:2]([Cl:1])[CH:3]=[CH:4][C:5]=3[O:9]2)[CH2:16][CH2:15]1)=[O:28]. The yield is 0.590. (4) The reactants are Br[C:2]1[C:10]2[O:9][C:8]([CH3:12])([CH3:11])[CH2:7][C:6]=2[C:5]([CH3:13])=[C:4]([NH:14][C:15](=[O:21])[CH2:16][C:17]([CH3:20])([CH3:19])[CH3:18])[C:3]=1[CH3:22].[CH3:23][C:24]1[CH:29]=[CH:28][C:27]([OH:30])=[CH:26][CH:25]=1. The yield is 0.190. The product is [CH3:18][C:17]([CH3:20])([CH3:19])[CH2:16][C:15]([NH:14][C:4]1[C:3]([CH3:22])=[C:2]([O:30][C:27]2[CH:28]=[CH:29][C:24]([CH3:23])=[CH:25][CH:26]=2)[C:10]2[O:9][C:8]([CH3:12])([CH3:11])[CH2:7][C:6]=2[C:5]=1[CH3:13])=[O:21]. The catalyst is CCCCCC.